The task is: Predict the reactants needed to synthesize the given product.. This data is from Full USPTO retrosynthesis dataset with 1.9M reactions from patents (1976-2016). (1) Given the product [CH2:19]([N:42]1[C:29]2=[C:30]([C:34]3[CH:39]=[CH:38][C:37]([S:40][CH3:41])=[CH:36][CH:35]=3)[N:31]=[CH:32][CH:33]=[C:28]2[C:16]([CH2:17][OH:18])=[C:26]1[CH3:27])[C:20]1[CH:23]=[CH:46][CH:45]=[CH:44][CH:21]=1, predict the reactants needed to synthesize it. The reactants are: C1[O:18][CH2:17][CH2:16]OCCOCCOCCOCCOC1.[CH3:19][C:20]([CH3:23])([O-])[CH3:21].[K+].C[C:26]1[NH:42][C:29]2=[C:30]([C:34]3[CH:39]=[CH:38][C:37]([S:40][CH3:41])=[CH:36][CH:35]=3)[N:31]=[CH:32][CH:33]=[C:28]2[C:27]=1C.[CH2:44](Br)[C:45]1C=CC=C[CH:46]=1.[N+]([O-])([O-])=O.[Ce+4].[NH4+].[N+]([O-])([O-])=O.[N+]([O-])([O-])=O.[N+]([O-])([O-])=O.[N+]([O-])([O-])=O. (2) Given the product [CH3:1][Si:2]([CH3:42])([CH3:41])[CH2:3][CH2:4][O:5][CH2:6][N:7]([CH2:33][O:34][CH2:35][CH2:36][Si:37]([CH3:40])([CH3:39])[CH3:38])[C:8]1[N:13]2[N:14]=[CH:15][C:16]([C:52]3[CH:51]=[N:50][C:49]([C:43]4[CH:48]=[CH:47][CH:46]=[CH:45][CH:44]=4)=[CH:54][CH:53]=3)=[C:12]2[N:11]=[C:10]([CH:18]2[CH2:24][CH:23]3[N:25]([C:26]([O:28][C:29]([CH3:32])([CH3:31])[CH3:30])=[O:27])[CH:20]([CH2:21][CH2:22]3)[CH2:19]2)[CH:9]=1, predict the reactants needed to synthesize it. The reactants are: [CH3:1][Si:2]([CH3:42])([CH3:41])[CH2:3][CH2:4][O:5][CH2:6][N:7]([CH2:33][O:34][CH2:35][CH2:36][Si:37]([CH3:40])([CH3:39])[CH3:38])[C:8]1[N:13]2[N:14]=[CH:15][C:16](I)=[C:12]2[N:11]=[C:10]([CH:18]2[CH2:24][CH:23]3[N:25]([C:26]([O:28][C:29]([CH3:32])([CH3:31])[CH3:30])=[O:27])[CH:20]([CH2:21][CH2:22]3)[CH2:19]2)[CH:9]=1.[C:43]1([C:49]2[CH:54]=[CH:53][C:52](B3OC(C)(C)C(C)(C)O3)=[CH:51][N:50]=2)[CH:48]=[CH:47][CH:46]=[CH:45][CH:44]=1.C(Cl)Cl.C([O-])([O-])=O.[K+].[K+].